This data is from Forward reaction prediction with 1.9M reactions from USPTO patents (1976-2016). The task is: Predict the product of the given reaction. (1) Given the reactants Cl[CH2:2][CH2:3][CH2:4][C:5]([NH:7][CH:8]1[CH2:13][CH2:12][C:11]([F:15])([F:14])[CH2:10][CH2:9]1)=[O:6].[H-].[Na+], predict the reaction product. The product is: [F:14][C:11]1([F:15])[CH2:12][CH2:13][CH:8]([N:7]2[CH2:2][CH2:3][CH2:4][C:5]2=[O:6])[CH2:9][CH2:10]1. (2) Given the reactants [F:1][C:2]1[CH:3]=[C:4]2[C:8](=[C:9]([C:11]([NH2:13])=[O:12])[CH:10]=1)[NH:7][N:6]=[CH:5]2.F[C:15]1[CH:22]=[CH:21][C:18]([C:19]#[N:20])=[CH:17][CH:16]=1, predict the reaction product. The product is: [C:19]([C:18]1[CH:21]=[CH:22][C:15]([N:6]2[CH:5]=[C:4]3[C:8]([C:9]([C:11]([NH2:13])=[O:12])=[CH:10][C:2]([F:1])=[CH:3]3)=[N:7]2)=[CH:16][CH:17]=1)#[N:20]. (3) Given the reactants [S:1]1[CH:5]=[CH:4][N:3]=[C:2]1[N:6]1[CH2:11][CH2:10][CH:9]([O:12][C:13]2[CH:18]=[CH:17][CH:16]=[CH:15][C:14]=2[C:19]([F:22])([F:21])[F:20])[CH2:8][CH2:7]1.C[Si]([O:27][S:28](Cl)(=[O:30])=[O:29])(C)C, predict the reaction product. The product is: [F:21][C:19]([F:22])([F:20])[C:14]1[CH:15]=[CH:16][CH:17]=[CH:18][C:13]=1[O:12][CH:9]1[CH2:8][CH2:7][N:6]([C:2]2[S:1][C:5]([S:28]([OH:30])(=[O:29])=[O:27])=[CH:4][N:3]=2)[CH2:11][CH2:10]1. (4) Given the reactants [C:1]1([S:7]([N:10]2[CH2:15][CH2:14][CH:13]([N:16]3[CH2:21][CH2:20][CH:19]([CH2:22][CH2:23][OH:24])[CH2:18][CH2:17]3)[CH2:12][CH2:11]2)(=[O:9])=[O:8])[CH:6]=[CH:5][CH:4]=[CH:3][CH:2]=1.[CH2:25](Br)[C:26]#[CH:27], predict the reaction product. The product is: [C:1]1([S:7]([N:10]2[CH2:11][CH2:12][CH:13]([N:16]3[CH2:21][CH2:20][CH:19]([CH2:22][CH2:23][O:24][CH2:27][C:26]#[CH:25])[CH2:18][CH2:17]3)[CH2:14][CH2:15]2)(=[O:8])=[O:9])[CH:2]=[CH:3][CH:4]=[CH:5][CH:6]=1. (5) Given the reactants Br[C:2]1[C:10]2[C:5](=[CH:6][CH:7]=[CH:8][C:9]=2[O:11][C:12]2[CH:17]=[CH:16][C:15]([N+:18]([O-:20])=[O:19])=[CH:14][C:13]=2[Cl:21])[N:4]([CH2:22][CH:23]2[CH2:25][CH2:24]2)[CH:3]=1.Cl.C(=O)([O-])[OH:28].[Na+], predict the reaction product. The product is: [Cl:21][C:13]1[CH:14]=[C:15]([N+:18]([O-:20])=[O:19])[CH:16]=[CH:17][C:12]=1[O:11][C:9]1[CH:8]=[CH:7][CH:6]=[C:5]2[C:10]=1[CH2:2][C:3](=[O:28])[N:4]2[CH2:22][CH:23]1[CH2:25][CH2:24]1.